From a dataset of Reaction yield outcomes from USPTO patents with 853,638 reactions. Predict the reaction yield, written as a fraction of the theoretical maximum amount of product (1.0 means a 100% yield; for example, 0.34 means a 34% yield). The reactants are [Br:1][C:2]1[CH:3]=[C:4]([CH:19]=[CH:20][CH:21]=1)[CH2:5][O:6][C:7]1[CH:15]=[CH:14][CH:13]=[C:9]([C:10]([OH:12])=O)[C:8]=1[C:16]([OH:18])=O.Cl.[NH2:23][CH:24]1[CH2:30][CH2:29][C:28](=[O:31])[NH:27][C:25]1=[O:26]. The catalyst is N1C=CC=CC=1. The product is [Br:1][C:2]1[CH:3]=[C:4]([CH:19]=[CH:20][CH:21]=1)[CH2:5][O:6][C:7]1[CH:15]=[CH:14][CH:13]=[C:9]2[C:8]=1[C:16](=[O:18])[N:23]([CH:24]1[CH2:30][CH2:29][C:28](=[O:31])[NH:27][C:25]1=[O:26])[C:10]2=[O:12]. The yield is 0.620.